Dataset: Catalyst prediction with 721,799 reactions and 888 catalyst types from USPTO. Task: Predict which catalyst facilitates the given reaction. (1) The catalyst class is: 1. Product: [CH3:44][C:45]1([CH3:52])[O:49][CH:48]([CH2:50][O:34][C:35]2[CH:40]=[CH:39][C:38]([C:41](=[O:43])[CH3:42])=[CH:37][CH:36]=2)[CH2:47][O:46]1. Reactant: C1(P(C2C=CC=CC=2)C2C=CC=CC=2)C=CC=CC=1.N(C(OC(C)C)=O)=NC(OC(C)C)=O.[OH:34][C:35]1[CH:40]=[CH:39][C:38]([C:41](=[O:43])[CH3:42])=[CH:37][CH:36]=1.[CH3:44][C:45]1([CH3:52])[O:49][CH:48]([CH2:50]O)[CH2:47][O:46]1. (2) Product: [Cl:22][C:23]1[CH:24]=[C:25]([NH:26][C:19]2[C:20]3[N:12]([CH2:11][CH2:10][OH:9])[CH:13]=[CH:14][C:15]=3[N:16]=[CH:17][N:18]=2)[CH:27]=[CH:28][C:29]=1[O:30][C:31]1[CH:36]=[CH:35][CH:34]=[C:33]([C:37]([F:43])([F:42])[C:38]([CH3:39])([CH3:40])[CH3:41])[CH:32]=1. The catalyst class is: 32. Reactant: C([O:9][CH2:10][CH2:11][N:12]1[C:20]2[C:19](Cl)=[N:18][CH:17]=[N:16][C:15]=2[CH:14]=[CH:13]1)(=O)C1C=CC=CC=1.[Cl:22][C:23]1[CH:24]=[C:25]([CH:27]=[CH:28][C:29]=1[O:30][C:31]1[CH:36]=[CH:35][CH:34]=[C:33]([C:37]([F:43])([F:42])[C:38]([CH3:41])([CH3:40])[CH3:39])[CH:32]=1)[NH2:26].C(=O)([O-])O.[Na+].